From a dataset of Reaction yield outcomes from USPTO patents with 853,638 reactions. Predict the reaction yield, written as a fraction of the theoretical maximum amount of product (1.0 means a 100% yield; for example, 0.34 means a 34% yield). (1) The reactants are CNC.[CH3:4][N:5]([CH:7]=[O:8])[CH3:6].C1(OC(=O)[NH:17][CH2:18][CH2:19][CH2:20][O:21][C:22]2[CH:27]=[CH:26][C:25]([F:28])=[CH:24][C:23]=2[N+:29]([O-:31])=[O:30])C=CC=CC=1. The catalyst is O. The product is [F:28][C:25]1[CH:26]=[CH:27][C:22]([O:21][CH2:20][CH2:19][CH2:18][NH:17][C:7](=[O:8])[N:5]([CH3:6])[CH3:4])=[C:23]([N+:29]([O-:31])=[O:30])[CH:24]=1. The yield is 0.820. (2) The yield is 0.680. The catalyst is C(Cl)Cl.CCOCC. The reactants are [CH3:1][C:2]1([CH2:8][OH:9])[CH2:7][CH2:6][O:5][CH2:4][CH2:3]1.CC(OI1(OC(C)=O)(OC(C)=O)OC(=O)C2C=CC=CC1=2)=O. The product is [CH3:1][C:2]1([CH:8]=[O:9])[CH2:7][CH2:6][O:5][CH2:4][CH2:3]1. (3) The reactants are [CH3:1][N:2]([CH3:34])[C:3]([C:5]1[C:22]([CH2:23][CH:24](O)[CH2:25][C:26]2[CH:31]=[CH:30][CH:29]=[CH:28][CH:27]=2)=[C:21]([OH:33])[C:8]2[N:9]=[C:10]([CH3:20])[N:11](COCC[Si](C)(C)C)[C:7]=2[CH:6]=1)=[O:4].P(=O)(O)(O)O.[OH-].[Na+]. The catalyst is O. The product is [CH3:1][N:2]([CH3:34])[C:3]([C:5]1[C:22]2[CH2:23][CH2:24][CH:25]([C:26]3[CH:31]=[CH:30][CH:29]=[CH:28][CH:27]=3)[O:33][C:21]=2[C:8]2[N:9]=[C:10]([CH3:20])[NH:11][C:7]=2[CH:6]=1)=[O:4]. The yield is 0.720. (4) The reactants are C(=O)(OCC)O[CH2:3]/[C:4](/[CH3:14])=[CH:5]/[C:6]1[CH:11]=[CH:10][CH:9]=[C:8]([C:12]#[N:13])[CH:7]=1.[C:19]([O:23][C:24]([N:26]1[CH2:31][CH2:30][CH:29]([O:32][C:33]2[CH:38]=[CH:37][C:36]([NH:39][S:40]([CH2:43][CH3:44])(=[O:42])=[O:41])=[CH:35][CH:34]=2)[CH2:28][CH2:27]1)=[O:25])([CH3:22])([CH3:21])[CH3:20].C1(P(C2C=CC=CC=2)C2C=CC=CC=2)C=CC=CC=1. The catalyst is O1CCCC1. The product is [C:19]([O:23][C:24]([N:26]1[CH2:31][CH2:30][CH:29]([O:32][C:33]2[CH:34]=[CH:35][C:36]([N:39]([CH2:3]/[C:4](/[CH3:14])=[CH:5]/[C:6]3[CH:11]=[CH:10][CH:9]=[C:8]([C:12]#[N:13])[CH:7]=3)[S:40]([CH2:43][CH3:44])(=[O:42])=[O:41])=[CH:37][CH:38]=2)[CH2:28][CH2:27]1)=[O:25])([CH3:22])([CH3:21])[CH3:20]. The yield is 0.360. (5) The reactants are [CH3:1][O:2][C:3]1[C:8]([CH2:9][N:10]2[C:18]3[C:13](=[N:14][CH:15]=[C:16]([CH3:19])[CH:17]=3)[C:12]([C:20](O)=[O:21])=[CH:11]2)=[CH:7][C:6]([C:23]([F:26])([F:25])[F:24])=[CH:5][N:4]=1.CN(C(ON1N=NC2C=CC=NC1=2)=[N+](C)C)C.F[P-](F)(F)(F)(F)F.Cl.[F:52][C@@H:53]([CH3:56])[CH2:54][NH2:55].C(N(CC)CC)C. The catalyst is CN1C(=O)CCC1.O. The product is [F:52][C@@H:53]([CH3:56])[CH2:54][NH:55][C:20]([C:12]1[C:13]2=[N:14][CH:15]=[C:16]([CH3:19])[CH:17]=[C:18]2[N:10]([CH2:9][C:8]2[C:3]([O:2][CH3:1])=[N:4][CH:5]=[C:6]([C:23]([F:24])([F:25])[F:26])[CH:7]=2)[CH:11]=1)=[O:21]. The yield is 0.706.